Dataset: Full USPTO retrosynthesis dataset with 1.9M reactions from patents (1976-2016). Task: Predict the reactants needed to synthesize the given product. (1) Given the product [Br:1][C:2]1[CH:11]=[C:10]2[C:5]([CH:6]=[CH:7][C:8](=[O:15])[N:9]2[CH2:12][CH2:13][N:38]2[CH2:37][CH2:36][CH:35]([N:27]([CH2:26][C:23]3[N:22]=[CH:21][C:20]4[O:19][CH2:18][CH2:17][O:16][C:25]=4[CH:24]=3)[C:28](=[O:34])[O:29][C:30]([CH3:32])([CH3:33])[CH3:31])[CH2:40][CH2:39]2)=[N:4][CH:3]=1, predict the reactants needed to synthesize it. The reactants are: [Br:1][C:2]1[CH:11]=[C:10]2[C:5]([CH:6]=[CH:7][C:8](=[O:15])[N:9]2[CH2:12][CH:13]=O)=[N:4][CH:3]=1.[O:16]1[C:25]2[CH:24]=[C:23]([CH2:26][N:27]([CH:35]3[CH2:40][CH2:39][NH:38][CH2:37][CH2:36]3)[C:28](=[O:34])[O:29][C:30]([CH3:33])([CH3:32])[CH3:31])[N:22]=[CH:21][C:20]=2[O:19][CH2:18][CH2:17]1.C(O[BH-](OC(=O)C)OC(=O)C)(=O)C.[Na+].C(=O)([O-])O.[Na+]. (2) Given the product [OH:17][C:16]1[C:15]([OH:18])=[C:14]([OH:19])[C:13]([CH2:21][N:27]2[CH2:28][CH2:29][CH:24]([OH:23])[CH2:25][CH2:26]2)=[C:12]2[C:11]=1[C:9](=[O:10])[CH:8]=[C:7]([C:4]1[CH:3]=[CH:2][CH:1]=[CH:6][CH:5]=1)[O:20]2, predict the reactants needed to synthesize it. The reactants are: [CH:1]1[CH:2]=[CH:3][C:4]([C:7]2[O:20][C:12]3=[CH:13][C:14]([OH:19])=[C:15]([OH:18])[C:16]([OH:17])=[C:11]3[C:9](=[O:10])[CH:8]=2)=[CH:5][CH:6]=1.[CH2:21]=O.[OH:23][CH:24]1[CH2:29][CH2:28][NH:27][CH2:26][CH2:25]1. (3) Given the product [Cl:23][C:24]1[C:29]([C:30]([NH:20][C:15]2[CH:16]=[CH:17][CH:18]=[C:19]3[C:14]=2[N:13]=[CH:12][N:11]=[C:10]3[NH:9][C:6]2[CH:7]=[N:8][C:3]([C:2]([F:1])([F:21])[F:22])=[CH:4][CH:5]=2)=[O:31])=[C:28]([F:33])[C:27]([CH2:34][NH:35][C:36](=[O:41])[C:37]([CH3:39])([CH3:38])[CH3:40])=[CH:26][CH:25]=1, predict the reactants needed to synthesize it. The reactants are: [F:1][C:2]([F:22])([F:21])[C:3]1[N:8]=[CH:7][C:6]([NH:9][C:10]2[C:19]3[C:14](=[C:15]([NH2:20])[CH:16]=[CH:17][CH:18]=3)[N:13]=[CH:12][N:11]=2)=[CH:5][CH:4]=1.[Cl:23][C:24]1[C:29]([C:30](O)=[O:31])=[C:28]([F:33])[C:27]([CH2:34][NH:35][C:36](=[O:41])[C:37]([CH3:40])([CH3:39])[CH3:38])=[CH:26][CH:25]=1.C(Cl)(=O)C(Cl)=O.CCN(C(C)C)C(C)C. (4) Given the product [CH2:1]([O:3][C:4]1[CH:9]=[CH:8][C:7]([C:10]#[C:11][C:12]2[CH:13]=[CH:14][C:15]([CH:18]([NH:20][C:23](=[O:24])[N:22]([CH3:26])[CH3:21])[CH3:19])=[CH:16][CH:17]=2)=[CH:6][CH:5]=1)[CH3:2], predict the reactants needed to synthesize it. The reactants are: [CH2:1]([O:3][C:4]1[CH:9]=[CH:8][C:7]([C:10]#[C:11][C:12]2[CH:17]=[CH:16][C:15]([CH:18]([NH2:20])[CH3:19])=[CH:14][CH:13]=2)=[CH:6][CH:5]=1)[CH3:2].[CH3:21][N:22]([CH3:26])[C:23](Cl)=[O:24]. (5) Given the product [CH3:2][CH2:3][CH2:4][CH2:5][CH2:6][CH2:7][CH2:8][CH2:9][CH2:10][CH2:11][N+:33]([CH2:21][CH2:22][CH2:23][CH2:24][CH2:25][CH2:26][CH2:27][CH2:28][CH2:29][CH3:30])([CH3:34])[CH3:35].[Br-:20], predict the reactants needed to synthesize it. The reactants are: [Cl-].[CH2:2]([N+]1C=CC=CC=1)[CH2:3][CH2:4][CH2:5][CH2:6][CH2:7][CH2:8][CH2:9][CH2:10][CH2:11]CC.[Br-:20].[CH2:21]([NH+:33]([CH3:35])[CH3:34])[CH2:22][CH2:23][CH2:24][CH2:25][CH2:26][CH2:27][CH2:28][CH2:29][CH2:30]CC. (6) Given the product [F:1][C:2]1[CH:3]=[CH:4][C:5]([CH2:8][C:9]2[CH:18]=[C:17]3[C:12]([C:13]([OH:34])=[C:14]([C:29]([NH:41][CH2:40][CH2:39][O:38][CH:36]([CH3:37])[CH3:35])=[O:30])[C:15](=[O:28])[N:16]3[CH2:19][CH2:20][N:21]3[CH2:26][CH2:25][CH2:24][CH2:23][C:22]3=[O:27])=[N:11][CH:10]=2)=[CH:6][CH:7]=1, predict the reactants needed to synthesize it. The reactants are: [F:1][C:2]1[CH:7]=[CH:6][C:5]([CH2:8][C:9]2[CH:18]=[C:17]3[C:12]([C:13]([OH:34])=[C:14]([C:29](OCC)=[O:30])[C:15](=[O:28])[N:16]3[CH2:19][CH2:20][N:21]3[CH2:26][CH2:25][CH2:24][CH2:23][C:22]3=[O:27])=[N:11][CH:10]=2)=[CH:4][CH:3]=1.[CH3:35][CH:36]([O:38][CH2:39][CH2:40][NH2:41])[CH3:37]. (7) Given the product [CH3:46][O:45][C:42]1[CH:43]=[C:44]2[C:39](=[CH:40][C:41]=1[O:47][CH3:48])[N:38]=[CH:37][N:36]=[C:35]2[O:27][C:3]1[CH:4]=[C:5]([NH:8][C:9]([NH:11][C:12]2[N:16]([C:17]3[CH:22]=[CH:21][CH:20]=[CH:19][CH:18]=3)[N:15]=[C:14]([C:23]([F:24])([F:25])[F:26])[CH:13]=2)=[O:10])[CH:6]=[CH:7][C:2]=1[F:1], predict the reactants needed to synthesize it. The reactants are: [F:1][C:2]1[CH:7]=[CH:6][C:5]([NH:8][C:9]([NH:11][C:12]2[N:16]([C:17]3[CH:22]=[CH:21][CH:20]=[CH:19][CH:18]=3)[N:15]=[C:14]([C:23]([F:26])([F:25])[F:24])[CH:13]=2)=[O:10])=[CH:4][C:3]=1[OH:27].C([O-])([O-])=O.[Cs+].[Cs+].Cl[C:35]1[C:44]2[C:39](=[CH:40][C:41]([O:47][CH3:48])=[C:42]([O:45][CH3:46])[CH:43]=2)[N:38]=[CH:37][N:36]=1. (8) Given the product [N:15]1([CH2:20][C:21]2[CH:27]=[CH:26][C:24]([NH:25][C:12]([C:10]3[N:11]=[C:6]([C:4]([O:3][CH2:1][CH3:2])=[O:5])[CH:7]=[CH:8][CH:9]=3)=[O:14])=[CH:23][CH:22]=2)[CH:19]=[CH:18][CH:17]=[N:16]1, predict the reactants needed to synthesize it. The reactants are: [CH2:1]([O:3][C:4]([C:6]1[N:11]=[C:10]([C:12]([OH:14])=O)[CH:9]=[CH:8][CH:7]=1)=[O:5])[CH3:2].[N:15]1([CH2:20][C:21]2[CH:27]=[CH:26][C:24]([NH2:25])=[CH:23][CH:22]=2)[CH:19]=[CH:18][CH:17]=[N:16]1. (9) Given the product [F:26][C:10]1[CH:11]=[C:12]([N:15]2[CH2:19][CH:18]([CH2:20][NH:21][C:22](=[O:24])[CH3:23])[O:17][C:16]2=[O:25])[CH:13]=[CH:14][C:9]=1[C:6]1[CH:7]=[CH:8][C:3]([CH2:2][NH:1][CH2:37][C:30]2[C:31]3[C:36](=[CH:35][CH:34]=[CH:33][CH:32]=3)[N:27]=[CH:28][CH:29]=2)=[CH:4][CH:5]=1, predict the reactants needed to synthesize it. The reactants are: [NH2:1][CH2:2][C:3]1[CH:8]=[CH:7][C:6]([C:9]2[CH:14]=[CH:13][C:12]([N:15]3[CH2:19][CH:18]([CH2:20][NH:21][C:22](=[O:24])[CH3:23])[O:17][C:16]3=[O:25])=[CH:11][C:10]=2[F:26])=[CH:5][CH:4]=1.[N:27]1[C:36]2[C:31](=[CH:32][CH:33]=[CH:34][CH:35]=2)[C:30]([CH:37]=O)=[CH:29][CH:28]=1.C(O[BH-](OC(=O)C)OC(=O)C)(=O)C.[Na+].